From a dataset of NCI-60 drug combinations with 297,098 pairs across 59 cell lines. Regression. Given two drug SMILES strings and cell line genomic features, predict the synergy score measuring deviation from expected non-interaction effect. (1) Drug 1: CC12CCC3C(C1CCC2=O)CC(=C)C4=CC(=O)C=CC34C. Drug 2: CC(C)(C#N)C1=CC(=CC(=C1)CN2C=NC=N2)C(C)(C)C#N. Cell line: OVCAR-5. Synergy scores: CSS=47.5, Synergy_ZIP=2.01, Synergy_Bliss=-0.191, Synergy_Loewe=-0.564, Synergy_HSA=-0.865. (2) Drug 1: C1CN1C2=NC(=NC(=N2)N3CC3)N4CC4. Drug 2: CC1C(C(CC(O1)OC2CC(CC3=C2C(=C4C(=C3O)C(=O)C5=CC=CC=C5C4=O)O)(C(=O)C)O)N)O. Cell line: A549. Synergy scores: CSS=60.1, Synergy_ZIP=-3.20, Synergy_Bliss=-2.23, Synergy_Loewe=-2.52, Synergy_HSA=3.92.